From a dataset of Forward reaction prediction with 1.9M reactions from USPTO patents (1976-2016). Predict the product of the given reaction. (1) Given the reactants [CH3:1][O:2][C:3](=[O:28])[CH2:4][CH2:5][NH:6][C:7](=[O:27])[C:8]1[CH:13]=[CH:12][C:11]([CH:14]([S:19][C:20]2[CH:25]=[CH:24][C:23](Br)=[CH:22][CH:21]=2)[CH2:15][CH:16]([CH3:18])[CH3:17])=[CH:10][CH:9]=1.C(=O)([O-])[O-].[K+].[K+].[F:35][C:36]([F:48])([F:47])[O:37][C:38]1[CH:43]=[CH:42][C:41](B(O)O)=[CH:40][CH:39]=1, predict the reaction product. The product is: [CH3:1][O:2][C:3](=[O:28])[CH2:4][CH2:5][NH:6][C:7](=[O:27])[C:8]1[CH:13]=[CH:12][C:11]([CH:14]([S:19][C:20]2[CH:25]=[CH:24][C:23]([C:41]3[CH:40]=[CH:39][C:38]([O:37][C:36]([F:35])([F:47])[F:48])=[CH:43][CH:42]=3)=[CH:22][CH:21]=2)[CH2:15][CH:16]([CH3:18])[CH3:17])=[CH:10][CH:9]=1. (2) The product is: [CH2:1]([N:3]1[CH2:7][CH2:6][C@H:5]([NH:8][C:9]([CH2:11][C:12]2[CH:17]=[C:16]([F:18])[CH:15]=[CH:14][C:13]=2[S:19]([NH:22][C:23]2[C:32]([C:33]([OH:35])=[O:34])=[C:31]3[C:26]([CH:27]4[CH2:37][CH:28]4[CH2:29][O:30]3)=[CH:25][CH:24]=2)(=[O:21])=[O:20])=[O:10])[CH2:4]1)[CH3:2]. Given the reactants [CH2:1]([N:3]1[CH2:7][CH2:6][C@H:5]([NH:8][C:9]([CH2:11][C:12]2[CH:17]=[C:16]([F:18])[CH:15]=[CH:14][C:13]=2[S:19]([NH:22][C:23]2[C:32]([C:33]([O:35]C)=[O:34])=[C:31]3[C:26]([CH:27]4[CH2:37][CH:28]4[CH2:29][O:30]3)=[CH:25][CH:24]=2)(=[O:21])=[O:20])=[O:10])[CH2:4]1)[CH3:2].O.[OH-].[Li+].C(O)=O, predict the reaction product. (3) Given the reactants [NH:1]1[C:5]2=[N:6][CH:7]=[CH:8][CH:9]=[C:4]2[C:3]([C:10]2[CH:17]=[CH:16][C:13]([CH:14]=O)=[CH:12][CH:11]=2)=[CH:2]1.C1COCC1.[C:23]([CH2:25][C:26]([NH2:28])=[O:27])#[N:24].C1C=CC(P(C2C=CC=CC=2)C2C=CC=CC=2)=CC=1, predict the reaction product. The product is: [NH:1]1[C:5]2=[N:6][CH:7]=[CH:8][CH:9]=[C:4]2[C:3]([C:10]2[CH:17]=[CH:16][C:13]([CH:14]=[C:25]([C:23]#[N:24])[C:26]([NH2:28])=[O:27])=[CH:12][CH:11]=2)=[CH:2]1. (4) Given the reactants [NH2:1][C:2]1[S:3][CH:4]=[C:5]([CH3:7])[N:6]=1.C[Al](C)C.CCCCCCC.C([O:21][C:22]([C:24]1[CH:29]=[C:28]([C:30]#[N:31])[CH:27]=[C:26]([CH3:32])[N:25]=1)=O)C.C(C(C(C([O-])=O)O)O)([O-])=O.[Na+].[K+], predict the reaction product. The product is: [CH3:7][C:5]1[N:6]=[C:2]([NH:1][C:22]([C:24]2[CH:29]=[C:28]([C:30]#[N:31])[CH:27]=[C:26]([CH3:32])[N:25]=2)=[O:21])[S:3][CH:4]=1. (5) Given the reactants C(=O)=O.CS(C)=O.C(Cl)(=O)C(Cl)=O.[C:14]([O:18][C:19](=[O:30])[N:20]([C@H:22]1[CH2:27][CH2:26][C@H:25]([CH2:28][OH:29])[CH2:24][CH2:23]1)[CH3:21])([CH3:17])([CH3:16])[CH3:15].CCN(CC)CC, predict the reaction product. The product is: [C:14]([O:18][C:19](=[O:30])[N:20]([CH:22]1[CH2:23][CH2:24][CH:25]([CH:28]=[O:29])[CH2:26][CH2:27]1)[CH3:21])([CH3:15])([CH3:17])[CH3:16].